Dataset: Full USPTO retrosynthesis dataset with 1.9M reactions from patents (1976-2016). Task: Predict the reactants needed to synthesize the given product. (1) Given the product [O:31]1[C:35]2([CH2:40][CH2:39][C:38](=[CH:20][C:21]([O:23][CH2:24][C:25]3[CH:26]=[CH:27][CH:28]=[CH:29][CH:30]=3)=[O:22])[CH2:37][CH2:36]2)[O:34][CH2:33][CH2:32]1, predict the reactants needed to synthesize it. The reactants are: C1(P(=[CH:20][C:21]([O:23][CH2:24][C:25]2[CH:30]=[CH:29][CH:28]=[CH:27][CH:26]=2)=[O:22])(C2C=CC=CC=2)C2C=CC=CC=2)C=CC=CC=1.[O:31]1[C:35]2([CH2:40][CH2:39][C:38](=O)[CH2:37][CH2:36]2)[O:34][CH2:33][CH2:32]1. (2) Given the product [CH3:3][O:4][CH2:5][CH2:6][O:7][CH2:8][C:9]1[CH:14]=[CH:13][C:12]([C@@:15]2([O:48][CH2:50][C:51]#[N:52])[CH2:20][CH2:19][N:18]([S:21]([C:24]3[CH:25]=[CH:26][C:27]([CH3:30])=[CH:28][CH:29]=3)(=[O:22])=[O:23])[CH2:17][C@@H:16]2[O:31][CH2:32][C:33]2[CH:34]=[CH:35][C:36]3[O:41][CH2:40][CH2:39][N:38]([CH2:42][CH2:43][CH2:44][O:45][CH3:46])[C:37]=3[CH:47]=2)=[CH:11][CH:10]=1, predict the reactants needed to synthesize it. The reactants are: [H-].[Na+].[CH3:3][O:4][CH2:5][CH2:6][O:7][CH2:8][C:9]1[CH:14]=[CH:13][C:12]([C@@:15]2([OH:48])[CH2:20][CH2:19][N:18]([S:21]([C:24]3[CH:29]=[CH:28][C:27]([CH3:30])=[CH:26][CH:25]=3)(=[O:23])=[O:22])[CH2:17][C@@H:16]2[O:31][CH2:32][C:33]2[CH:34]=[CH:35][C:36]3[O:41][CH2:40][CH2:39][N:38]([CH2:42][CH2:43][CH2:44][O:45][CH3:46])[C:37]=3[CH:47]=2)=[CH:11][CH:10]=1.Br[CH2:50][C:51]#[N:52].C([O-])(O)=O.[Na+]. (3) The reactants are: [NH2:1][C:2]1[CH:7]=[CH:6][C:5]([CH2:8][C:9]([O:11][CH3:12])=[O:10])=[CH:4][CH:3]=1.[CH3:13][C:14]1[N:22]=[CH:21][CH:20]=[CH:19][C:15]=1[C:16](O)=[O:17]. Given the product [CH3:13][C:14]1[N:22]=[CH:21][CH:20]=[CH:19][C:15]=1[C:16]([NH:1][C:2]1[CH:3]=[CH:4][C:5]([CH2:8][C:9]([O:11][CH3:12])=[O:10])=[CH:6][CH:7]=1)=[O:17], predict the reactants needed to synthesize it. (4) Given the product [C:1]([O:5][C:6]([N:8]1[CH2:13][CH2:12][N:11]([C:14](=[O:24])[C:15]2[CH:20]=[C:19]([CH2:21][O:22][S:26]([CH3:25])(=[O:28])=[O:27])[CH:18]=[CH:17][C:16]=2[F:23])[CH2:10][CH2:9]1)=[O:7])([CH3:4])([CH3:2])[CH3:3], predict the reactants needed to synthesize it. The reactants are: [C:1]([O:5][C:6]([N:8]1[CH2:13][CH2:12][N:11]([C:14](=[O:24])[C:15]2[CH:20]=[C:19]([CH2:21][OH:22])[CH:18]=[CH:17][C:16]=2[F:23])[CH2:10][CH2:9]1)=[O:7])([CH3:4])([CH3:3])[CH3:2].[CH3:25][S:26](Cl)(=[O:28])=[O:27].